From a dataset of NCI-60 drug combinations with 297,098 pairs across 59 cell lines. Regression. Given two drug SMILES strings and cell line genomic features, predict the synergy score measuring deviation from expected non-interaction effect. Drug 1: CCCS(=O)(=O)NC1=C(C(=C(C=C1)F)C(=O)C2=CNC3=C2C=C(C=N3)C4=CC=C(C=C4)Cl)F. Drug 2: CCCCC(=O)OCC(=O)C1(CC(C2=C(C1)C(=C3C(=C2O)C(=O)C4=C(C3=O)C=CC=C4OC)O)OC5CC(C(C(O5)C)O)NC(=O)C(F)(F)F)O. Cell line: SNB-75. Synergy scores: CSS=1.18, Synergy_ZIP=1.32, Synergy_Bliss=2.64, Synergy_Loewe=1.89, Synergy_HSA=1.15.